Task: Predict the product of the given reaction.. Dataset: Forward reaction prediction with 1.9M reactions from USPTO patents (1976-2016) (1) Given the reactants [C:1]1([CH:7]([C:29]2[CH:34]=[CH:33][CH:32]=[CH:31][CH:30]=2)[CH2:8][NH:9][C:10]2[N:18]=[C:17](S(C)(=O)=O)[N:16]=[C:15]3[C:11]=2[N:12]=[CH:13][N:14]3[CH:23]2[CH2:28][CH2:27][CH2:26][CH2:25][O:24]2)[CH:6]=[CH:5][CH:4]=[CH:3][CH:2]=1.[CH3:35][N:36](C)C=O.[C-]#N.[K+], predict the reaction product. The product is: [C:1]1([CH:7]([C:29]2[CH:34]=[CH:33][CH:32]=[CH:31][CH:30]=2)[CH2:8][NH:9][C:10]2[N:18]=[C:17]([C:35]#[N:36])[N:16]=[C:15]3[C:11]=2[N:12]=[CH:13][N:14]3[CH:23]2[CH2:28][CH2:27][CH2:26][CH2:25][O:24]2)[CH:6]=[CH:5][CH:4]=[CH:3][CH:2]=1. (2) Given the reactants [CH3:1][N:2]1[CH:6]=[C:5]([C:7]2[CH:12]=[CH:11][CH:10]=[CH:9][CH:8]=2)[N:4]=[C:3]1[CH2:13][OH:14].CC(OI1(OC(C)=O)(OC(C)=O)OC(=O)C2C=CC=CC1=2)=O.C([O-])(O)=O.[Na+], predict the reaction product. The product is: [CH3:1][N:2]1[CH:6]=[C:5]([C:7]2[CH:12]=[CH:11][CH:10]=[CH:9][CH:8]=2)[N:4]=[C:3]1[CH:13]=[O:14]. (3) Given the reactants [Br:1][C:2]1[CH:8]=[CH:7][C:5]([NH2:6])=[CH:4][CH:3]=1.C1[O:18][C:12]([CH2:14][CH2:15][CH2:16]Cl)([CH3:13])OC1.C(=O)([O-])[O-].[K+].[K+].CC[C:27]([C:29](Cl)=[O:30])=[O:28].Cl.C[O-].[Na+], predict the reaction product. The product is: [Br:1][C:2]1[CH:8]=[CH:7][C:5]([N:6]2[CH2:16][CH2:15][CH:14]([C:12](=[O:18])[CH3:13])[C:27](=[O:28])[C:29]2=[O:30])=[CH:4][CH:3]=1. (4) Given the reactants C1(P(C2C=CC=CC=2)C2C=CC=CC=2)C=CC=CC=1.N(C(OCC)=O)=NC(OCC)=O.[CH2:32]([N:39]([CH2:46][C@H:47]([OH:51])[CH2:48][O:49][CH3:50])[CH2:40][C@H:41](O)[CH2:42][O:43][CH3:44])[C:33]1[CH:38]=[CH:37][CH:36]=[CH:35][CH:34]=1.O, predict the reaction product. The product is: [CH2:32]([N:39]1[CH2:40][C@H:41]([CH2:42][O:43][CH3:44])[O:51][C@H:47]([CH2:48][O:49][CH3:50])[CH2:46]1)[C:33]1[CH:34]=[CH:35][CH:36]=[CH:37][CH:38]=1. (5) Given the reactants C(O[C:4]([C:6]1[NH:7][C:8]2[C:13]([CH:14]=1)=[CH:12][C:11]([C:15]1[CH:16]=[N:17][CH:18]=[CH:19][CH:20]=1)=[CH:10][CH:9]=2)=[O:5])C.[F:21][C:22]1[CH:23]=[C:24]([CH:26]=[CH:27][CH:28]=1)[NH2:25], predict the reaction product. The product is: [F:21][C:22]1[CH:23]=[C:24]([NH:25][C:4]([C:6]2[NH:7][C:8]3[C:13]([CH:14]=2)=[CH:12][C:11]([C:15]2[CH:16]=[N:17][CH:18]=[CH:19][CH:20]=2)=[CH:10][CH:9]=3)=[O:5])[CH:26]=[CH:27][CH:28]=1. (6) Given the reactants O1[C:5]2([CH2:10][CH2:9][O:8][CH2:7][CH:6]2[NH:11][S:12]([CH:15]([CH3:17])[CH3:16])(=[O:14])=[O:13])[O:4]CC1.O.C1(C)C=CC(S(O)(=O)=O)=CC=1.S(=O)(=O)(O)O, predict the reaction product. The product is: [O:4]=[C:5]1[CH2:10][CH2:9][O:8][CH2:7][CH:6]1[NH:11][S:12]([CH:15]([CH3:17])[CH3:16])(=[O:14])=[O:13].